This data is from Reaction yield outcomes from USPTO patents with 853,638 reactions. The task is: Predict the reaction yield, written as a fraction of the theoretical maximum amount of product (1.0 means a 100% yield; for example, 0.34 means a 34% yield). (1) The reactants are [F:1][C:2]1[CH:7]=[C:6]([C:8]2[CH:13]=[CH:12][C:11]([S:14]([CH3:17])(=[O:16])=[O:15])=[CH:10][N:9]=2)[CH:5]=[CH:4][C:3]=1[OH:18].CS(O[CH2:24][CH:25]1[CH2:30][CH2:29][N:28]([C:31]([O:33][CH:34]([CH3:36])[CH3:35])=[O:32])[CH2:27][CH2:26]1)(=O)=O.C([O-])([O-])=O.[K+].[K+].O. The catalyst is CN(C=O)C. The product is [F:1][C:2]1[CH:7]=[C:6]([C:8]2[CH:13]=[CH:12][C:11]([S:14]([CH3:17])(=[O:15])=[O:16])=[CH:10][N:9]=2)[CH:5]=[CH:4][C:3]=1[O:18][CH2:24][CH:25]1[CH2:30][CH2:29][N:28]([C:31]([O:33][CH:34]([CH3:36])[CH3:35])=[O:32])[CH2:27][CH2:26]1. The yield is 0.650. (2) The catalyst is ClCCl. The reactants are [CH2:1]([S:8][C:9]1[C:10]([CH2:17][OH:18])=[CH:11][S:12][C:13]=1[N+:14]([O-:16])=[O:15])[C:2]1[CH:7]=[CH:6][CH:5]=[CH:4][CH:3]=1.C(N(C(C)C)CC)(C)C.[CH3:28][O:29][CH2:30]Cl. The product is [CH2:1]([S:8][C:9]1[C:10]([CH2:17][O:18][CH2:28][O:29][CH3:30])=[CH:11][S:12][C:13]=1[N+:14]([O-:16])=[O:15])[C:2]1[CH:7]=[CH:6][CH:5]=[CH:4][CH:3]=1. The yield is 0.940. (3) The reactants are Br[C:2]1[CH:7]=[C:6]([C@@H:8]2[C@@H:12]([C:13]3[CH:18]=[CH:17][C:16]([F:19])=[CH:15][CH:14]=3)[O:11][C:10](=[O:20])[NH:9]2)[C:5]([F:21])=[CH:4][N:3]=1.[C:22]([C:24]1[CH:25]=[N:26][CH:27]=[C:28]([F:30])[CH:29]=1)#[CH:23].C1(P(C2C=CC=CC=2)C2C=CC=CC=2)C=CC=CC=1. The catalyst is C(N(CC)CC)C.[Cu]I.Cl[Pd](Cl)([P](C1C=CC=CC=1)(C1C=CC=CC=1)C1C=CC=CC=1)[P](C1C=CC=CC=1)(C1C=CC=CC=1)C1C=CC=CC=1. The product is [F:21][C:5]1[C:6]([C@@H:8]2[C@@H:12]([C:13]3[CH:18]=[CH:17][C:16]([F:19])=[CH:15][CH:14]=3)[O:11][C:10](=[O:20])[NH:9]2)=[CH:7][C:2]([C:23]#[C:22][C:24]2[CH:25]=[N:26][CH:27]=[C:28]([F:30])[CH:29]=2)=[N:3][CH:4]=1. The yield is 0.498. (4) The reactants are [NH2:1][C:2]1[CH:16]=[CH:15][CH:14]=[CH:13][C:3]=1[C:4]([NH:6][C:7]1[CH:12]=[CH:11][CH:10]=[CH:9][CH:8]=1)=[O:5].[CH2:17](OC(OCC)(OCC)C)[CH3:18]. The catalyst is O. The product is [CH3:17][C:18]1[N:6]([C:7]2[CH:12]=[CH:11][CH:10]=[CH:9][CH:8]=2)[C:4](=[O:5])[C:3]2[C:2](=[CH:16][CH:15]=[CH:14][CH:13]=2)[N:1]=1. The yield is 0.820. (5) The reactants are C(Cl)(=O)C(Cl)=O.CS(C)=O.[C:11]([O:15][C:16](=[O:26])[NH:17][CH2:18][C:19]1([CH2:24][OH:25])[CH2:23][CH2:22][CH2:21][CH2:20]1)([CH3:14])([CH3:13])[CH3:12].O. The catalyst is C(Cl)Cl. The product is [C:11]([O:15][C:16](=[O:26])[NH:17][CH2:18][C:19]1([CH:24]=[O:25])[CH2:23][CH2:22][CH2:21][CH2:20]1)([CH3:12])([CH3:14])[CH3:13]. The yield is 0.940. (6) The reactants are [NH2:1][CH:2]([CH2:14][O:15][CH:16]([F:18])[F:17])[C:3]([NH:5][CH2:6][C:7]1[CH:12]=[CH:11][C:10](F)=[CH:9][CH:8]=1)=[O:4].C(N(CC)CC)C.[CH:26](=[O:28])[CH3:27]. The catalyst is C1COCC1.C(OCC)(=O)C. The product is [C:26]([NH:1][CH:2]([CH2:14][O:15][CH:16]([F:18])[F:17])[C:3]([NH:5][CH2:6][C:7]1[CH:12]=[CH:11][CH:10]=[CH:9][CH:8]=1)=[O:4])(=[O:28])[CH3:27]. The yield is 0.603. (7) The reactants are [C:1]([OH:4])(=[O:3])[CH3:2].[OH:5][C@H:6]1[CH2:30][CH2:29][C@@:28]2([CH3:31])[C@H:8]([CH2:9][CH2:10][C@@H:11]3[C:27]2=[CH:26][CH2:25][C@@:24]2([CH3:32])[C@H:12]3[CH2:13][CH2:14][C@@H:15]2[C@H:16]([CH3:23])[CH2:17][CH2:18][C:19]([O:21][CH3:22])=[O:20])[CH2:7]1. The product is [C:1]([OH:4])(=[O:3])[CH3:2].[OH:5][C@H:6]1[CH2:30][CH2:29][C@@:28]2([CH3:31])[C@H:8]([CH2:9][CH2:10][C@@H:11]3[C:27]2=[CH:26][C:25](=[O:3])[C@@:24]2([CH3:32])[C@H:12]3[CH2:13][CH2:14][C@@H:15]2[C@H:16]([CH3:23])[CH2:17][CH2:18][C:19]([O:21][CH3:22])=[O:20])[CH2:7]1. The yield is 0.605. The catalyst is CC(O)=O. (8) The reactants are [Br:1][C:2]1[CH:15]=[C:14]2[C:5]([CH2:6][C:7]3([C:13]42[NH:19][C:18](=S)[C:17]([CH3:21])=[N:16]4)[CH2:12][CH2:11][O:10][CH2:9][CH2:8]3)=[CH:4][CH:3]=1.[NH3:22]. No catalyst specified. The product is [Br:1][C:2]1[CH:15]=[C:14]2[C:5]([CH2:6][C:7]3([C:13]42[N:19]=[C:18]([NH2:22])[C:17]([CH3:21])=[N:16]4)[CH2:12][CH2:11][O:10][CH2:9][CH2:8]3)=[CH:4][CH:3]=1. The yield is 0.750. (9) The reactants are O[CH:2]=[C:3]1[C:11]2[C:6](=[CH:7][C:8]([C:12]([C:14]3[CH:15]=[C:16]([NH:20][C:21]([C:23]4[N:24]([CH2:29][CH3:30])[N:25]=[C:26]([CH3:28])[CH:27]=4)=[O:22])[CH:17]=[CH:18][CH:19]=3)=[O:13])=[CH:9][CH:10]=2)[NH:5][C:4]1=[O:31].[NH2:32][C:33]1[CH:34]=[CH:35][C:36]([CH3:40])=[C:37]([OH:39])[CH:38]=1. The catalyst is C1COCC1. The product is [OH:39][C:37]1[CH:38]=[C:33]([NH:32][CH:2]=[C:3]2[C:11]3[C:6](=[CH:7][C:8]([C:12]([C:14]4[CH:15]=[C:16]([NH:20][C:21]([C:23]5[N:24]([CH2:29][CH3:30])[N:25]=[C:26]([CH3:28])[CH:27]=5)=[O:22])[CH:17]=[CH:18][CH:19]=4)=[O:13])=[CH:9][CH:10]=3)[NH:5][C:4]2=[O:31])[CH:34]=[CH:35][C:36]=1[CH3:40]. The yield is 0.660.